Dataset: Reaction yield outcomes from USPTO patents with 853,638 reactions. Task: Predict the reaction yield, written as a fraction of the theoretical maximum amount of product (1.0 means a 100% yield; for example, 0.34 means a 34% yield). The reactants are [CH2:1]([O:3][C:4]1[CH:9]=[CH:8][C:7]([F:10])=[CH:6][C:5]=1[C:11]([F:16])([F:15])[C:12]([OH:14])=O)[CH3:2].P(Cl)(Cl)(Cl)=O.Cl.[NH2:23][CH2:24][C:25]1[CH:26]=[C:27]2[C:31](=[CH:32][CH:33]=1)[C:30](=[O:34])[N:29]([CH:35]1[CH2:40][CH2:39][C:38](=[O:41])[NH:37][C:36]1=[O:42])[CH2:28]2.C(=O)(O)[O-].[Na+]. The catalyst is N1C=CC=CC=1. The product is [O:42]=[C:36]1[CH:35]([N:29]2[CH2:28][C:27]3[C:31](=[CH:32][CH:33]=[C:25]([CH2:24][NH:23][C:12](=[O:14])[C:11]([C:5]4[CH:6]=[C:7]([F:10])[CH:8]=[CH:9][C:4]=4[O:3][CH2:1][CH3:2])([F:16])[F:15])[CH:26]=3)[C:30]2=[O:34])[CH2:40][CH2:39][C:38](=[O:41])[NH:37]1. The yield is 0.170.